The task is: Predict which catalyst facilitates the given reaction.. This data is from Catalyst prediction with 721,799 reactions and 888 catalyst types from USPTO. (1) Reactant: [Br:1][C:2]1[C:10]2[C:6](=[N:7]S[N:9]=2)[C:5]([Br:11])=[CH:4][CH:3]=1.[BH4-].[Na+]. Product: [NH2:9][C:10]1[C:2]([Br:1])=[CH:3][CH:4]=[C:5]([Br:11])[C:6]=1[NH2:7]. The catalyst class is: 8. (2) Reactant: [H-].[Na+].[CH3:3][OH:4].F[C:6]1[CH:11]=[C:10]([N+:12]([O-:14])=[O:13])[CH:9]=[CH:8][C:7]=1[C:15]([F:18])([F:17])[F:16]. Product: [CH3:3][O:4][C:6]1[CH:11]=[C:10]([N+:12]([O-:14])=[O:13])[CH:9]=[CH:8][C:7]=1[C:15]([F:18])([F:17])[F:16]. The catalyst class is: 1.